From a dataset of Catalyst prediction with 721,799 reactions and 888 catalyst types from USPTO. Predict which catalyst facilitates the given reaction. (1) Reactant: [CH3:1][C:2]1[CH:7]=[CH:6][C:5]([S:8]([O:11][CH2:12][CH:13]2[CH2:17][C:16]3[C:18]([F:24])=[C:19]([F:23])[CH:20]=[C:21](Br)[C:15]=3[O:14]2)(=[O:10])=[O:9])=[CH:4][CH:3]=1.[C:25]1(B(O)O)[CH:30]=[CH:29][CH:28]=[CH:27][CH:26]=1.C(=O)([O-])[O-].[K+].[K+]. Product: [CH3:1][C:2]1[CH:7]=[CH:6][C:5]([S:8]([O:11][CH2:12][CH:13]2[CH2:17][C:16]3[C:18]([F:24])=[C:19]([F:23])[CH:20]=[C:21]([C:25]4[CH:30]=[CH:29][CH:28]=[CH:27][CH:26]=4)[C:15]=3[O:14]2)(=[O:10])=[O:9])=[CH:4][CH:3]=1. The catalyst class is: 12. (2) Reactant: [NH2:1][C:2]1[C:3]2[CH:15]=[C:14]([CH3:16])[S:13][C:4]=2[NH:5][C:6]2[CH:12]=[CH:11][CH:10]=[CH:9][C:7]=2[N:8]=1.[CH3:17][N:18]1[CH2:23][CH2:22]N[CH2:20][CH2:19]1. Product: [CH3:16][C:14]1[S:13][C:4]2[NH:5][C:6]3[CH:12]=[CH:11][CH:10]=[CH:9][C:7]=3[N:8]=[C:2]([N:1]3[CH2:22][CH2:23][N:18]([CH3:17])[CH2:19][CH2:20]3)[C:3]=2[CH:15]=1. The catalyst class is: 41.